From a dataset of Peptide-MHC class II binding affinity with 134,281 pairs from IEDB. Regression. Given a peptide amino acid sequence and an MHC pseudo amino acid sequence, predict their binding affinity value. This is MHC class II binding data. The MHC is DRB1_1602 with pseudo-sequence DRB1_1602. The binding affinity (normalized) is 0.650. The peptide sequence is EKKYFHATQFEPLAA.